Dataset: Forward reaction prediction with 1.9M reactions from USPTO patents (1976-2016). Task: Predict the product of the given reaction. (1) Given the reactants [CH3:1][NH:2][CH2:3][CH2:4][NH:5][C:6](=[O:12])[O:7][C:8]([CH3:11])([CH3:10])[CH3:9].[C:13](O[BH-](OC(=O)C)OC(=O)C)(=O)C.[Na+].[CH3:27][O:28][C:29]1[CH:36]=[C:35]([O:37][CH2:38][C:39]2[C:40]([CH3:51])=[C:41]([C:45]3[CH:50]=[CH:49][CH:48]=[CH:47][CH:46]=3)[CH:42]=[CH:43][CH:44]=2)[CH:34]=[C:33]([O:52][CH3:53])[C:30]=1C=O, predict the reaction product. The product is: [CH3:53][O:52][C:33]1[CH:34]=[C:35]([O:37][CH2:38][C:39]2[C:40]([CH3:51])=[C:41]([C:45]3[CH:46]=[CH:47][CH:48]=[CH:49][CH:50]=3)[CH:42]=[CH:43][CH:44]=2)[CH:36]=[C:29]([O:28][CH3:27])[C:30]=1[CH2:1][N:2]([CH3:13])[CH2:3][CH2:4][NH:5][C:6](=[O:12])[O:7][C:8]([CH3:9])([CH3:11])[CH3:10]. (2) Given the reactants [CH2:1]([N:3]1[C:11]2[C:6](=[C:7]([O:24]C)[CH:8]=[CH:9][C:10]=2[CH:12]2[CH2:21][CH2:20][C:19]3[C:14](=[CH:15][CH:16]=[C:17]([O:22]C)[CH:18]=3)[CH2:13]2)[C:5](=O)[C:4]1=O)[CH3:2].B.O1CCCC1.N, predict the reaction product. The product is: [CH2:1]([N:3]1[C:11]2[C:10]([CH:12]3[CH2:21][CH2:20][C:19]4[C:14](=[CH:15][CH:16]=[C:17]([OH:22])[CH:18]=4)[CH2:13]3)=[CH:9][CH:8]=[C:7]([OH:24])[C:6]=2[CH:5]=[CH:4]1)[CH3:2].